The task is: Predict the product of the given reaction.. This data is from Forward reaction prediction with 1.9M reactions from USPTO patents (1976-2016). (1) Given the reactants [C:1]([O:5][C:6]([NH:8][CH2:9][C:10]1[CH:32]=[CH:31][C:13]([C:14]([NH:16][CH2:17][C:18]2[CH:30]=[CH:29][C:21]([O:22][CH2:23][CH2:24][C:25]([O:27]C)=[O:26])=[CH:20][CH:19]=2)=[O:15])=[CH:12][CH:11]=1)=[O:7])([CH3:4])([CH3:3])[CH3:2].O.[OH-].[Li+], predict the reaction product. The product is: [C:1]([O:5][C:6]([NH:8][CH2:9][C:10]1[CH:32]=[CH:31][C:13]([C:14]([NH:16][CH2:17][C:18]2[CH:19]=[CH:20][C:21]([O:22][CH2:23][CH2:24][C:25]([OH:27])=[O:26])=[CH:29][CH:30]=2)=[O:15])=[CH:12][CH:11]=1)=[O:7])([CH3:4])([CH3:2])[CH3:3]. (2) Given the reactants [CH3:1][C:2]1[CH:7]=[CH:6][C:5]([C:8](=[O:21])[CH2:9][CH2:10][CH2:11][O:12][CH2:13][CH2:14][C:15]2[CH:20]=[CH:19][CH:18]=[CH:17][CH:16]=2)=[CH:4][CH:3]=1.[C:22](OC(C)(CCCC(=O)C1C=CC=CC=1)CCC=C(C)C)(=[O:24])[CH3:23].O(CC(OCCCCC(=O)C1C=CC=CC=1)=O)C1C=CC=CC=1.C(OCCCC(C1C=CC(C)=CC=1)=O)CCCCCCCCC.COC1C=CC(C(=O)CCCOCCC2C=CC=CC=2)=CC=1.C(OCCCC(C1C=CC(OC)=CC=1)=O)CCCCCCCCC, predict the reaction product. The product is: [CH3:1][C:2]1[CH:3]=[CH:4][C:5]([C:8]2([CH2:9][CH2:10][CH2:11][O:12][CH2:13][CH2:14][C:15]3[CH:16]=[CH:17][CH:18]=[CH:19][CH:20]=3)[O:24][CH2:22][CH2:23][O:21]2)=[CH:6][CH:7]=1. (3) Given the reactants [Na].[CH3:2][O-:3].[Na+].F[B-](F)(F)F.CO[N+:12]1[N:13]([C:18]2[CH:23]=[CH:22][C:21]([C:24]([F:27])([F:26])[F:25])=[CH:20][CH:19]=2)[N:14]=[C:15]([CH3:17])[CH:16]=1, predict the reaction product. The product is: [CH3:2][O:3][C:16]1[C:15]([CH3:17])=[N:14][N:13]([C:18]2[CH:19]=[CH:20][C:21]([C:24]([F:25])([F:26])[F:27])=[CH:22][CH:23]=2)[N:12]=1. (4) Given the reactants [F:1][C:2]1[CH:22]=[CH:21][CH:20]=[CH:19][C:3]=1[CH2:4][O:5][C:6]1[CH:18]=[CH:17][C:9]([CH2:10][NH:11][C@@H:12]([CH3:16])[C:13]([NH2:15])=[O:14])=[CH:8][CH:7]=1.C1(C)C=CC=CC=1.CO.[CH3:32][S:33]([OH:36])(=[O:35])=[O:34], predict the reaction product. The product is: [CH3:32][S:33]([OH:36])(=[O:35])=[O:34].[F:1][C:2]1[CH:22]=[CH:21][CH:20]=[CH:19][C:3]=1[CH2:4][O:5][C:6]1[CH:7]=[CH:8][C:9]([CH2:10][NH:11][C@@H:12]([CH3:16])[C:13]([NH2:15])=[O:14])=[CH:17][CH:18]=1. (5) Given the reactants [NH2:1][C@H:2]([CH2:32][C:33]1[CH:38]=[CH:37][C:36]([Cl:39])=[CH:35][CH:34]=1)[C:3]([N:5]1[CH2:10][CH2:9][CH:8]([N:11]2[N:20]=[C:19]([C:21]3[CH:26]=[CH:25][C:24]([O:27][CH3:28])=[C:23]([O:29][CH3:30])[CH:22]=3)[C@@H:18]3[C@@H:13]([CH2:14][CH2:15][CH2:16][CH2:17]3)[C:12]2=[O:31])[CH2:7][CH2:6]1)=[O:4].[CH:40]1([CH2:43][O:44][C:45]2[CH:53]=[CH:52][C:48]3[O:49][CH2:50][O:51][C:47]=3[C:46]=2[C:54]2[C:55]3[NH:62][CH:61]=[C:60]([C:63](O)=[O:64])[C:56]=3[N:57]=[CH:58][N:59]=2)[CH2:42][CH2:41]1.CCOC(C(C#N)=NOC(N1CCOCC1)=[N+](C)C)=O.F[P-](F)(F)(F)(F)F.CCN(C(C)C)C(C)C.C(=O)(O)[O-].[Na+], predict the reaction product. The product is: [Cl:39][C:36]1[CH:35]=[CH:34][C:33]([CH2:32][C@@H:2]([NH:1][C:63]([C:60]2[C:56]3[N:57]=[CH:58][N:59]=[C:54]([C:46]4[C:47]5[O:51][CH2:50][O:49][C:48]=5[CH:52]=[CH:53][C:45]=4[O:44][CH2:43][CH:40]4[CH2:42][CH2:41]4)[C:55]=3[NH:62][CH:61]=2)=[O:64])[C:3]([N:5]2[CH2:6][CH2:7][CH:8]([N:11]3[N:20]=[C:19]([C:21]4[CH:26]=[CH:25][C:24]([O:27][CH3:28])=[C:23]([O:29][CH3:30])[CH:22]=4)[C@@H:18]4[C@@H:13]([CH2:14][CH2:15][CH2:16][CH2:17]4)[C:12]3=[O:31])[CH2:9][CH2:10]2)=[O:4])=[CH:38][CH:37]=1. (6) Given the reactants Br[C:2]1[C:3]([C:11]2[C:12]([F:30])=[C:13]([NH:18][S:19]([C:22]3[CH:27]=[C:26]([F:28])[CH:25]=[CH:24][C:23]=3[F:29])(=[O:21])=[O:20])[CH:14]=[CH:15][C:16]=2[F:17])=[N:4][N:5]([CH2:7][CH:8]([CH3:10])[CH3:9])[CH:6]=1.CC1(C)C(C)(C)OB([C:39]2[CH:44]=[CH:43][N:42]=[CH:41][CH:40]=2)O1.C(=O)([O-])[O-].[Na+].[Na+], predict the reaction product. The product is: [CH2:7]([N:5]1[CH:6]=[C:2]([C:39]2[CH:44]=[CH:43][N:42]=[CH:41][CH:40]=2)[C:3]([C:11]2[C:12]([F:30])=[C:13]([NH:18][S:19]([C:22]3[CH:27]=[C:26]([F:28])[CH:25]=[CH:24][C:23]=3[F:29])(=[O:21])=[O:20])[CH:14]=[CH:15][C:16]=2[F:17])=[N:4]1)[CH:8]([CH3:9])[CH3:10]. (7) Given the reactants [CH3:1][C@:2]12[CH2:18][CH2:17][C:16](=[O:19])[CH:15]=[C:14]1CC[C@@H:11]1[C@@H:3]2CC[C@@:6]2([CH3:21])[C@H:10]1[CH2:9][CH2:8][C:7]2=[O:20].[C:22]([O-:25])([O-])=[O:23].[K+].[K+].[O-][Mn](=O)(=O)=O.[K+].[CH3:34][C:35](O)(C)C, predict the reaction product. The product is: [CH3:21][C@@:6]12[C:7](=[O:20])[CH2:8][CH2:9][C@H:1]1[C@H:2]1[C@H:3]([CH2:11][CH2:10]2)[C@:15]([CH2:34][CH2:35][C:22]([OH:25])=[O:23])([CH3:14])[C:16](=[O:19])[CH2:17][CH2:18]1. (8) Given the reactants Cl.[CH:2]1([NH:8][C:9]2[NH:14][C:13](=[O:15])[CH:12]=[C:11]([C:16]3[C:24]4[C:19](=[N:20][CH:21]=[CH:22][CH:23]=4)[NH:18][CH:17]=3)[N:10]=2)[CH2:7][CH2:6][CH2:5][CH2:4][CH2:3]1.N, predict the reaction product. The product is: [CH:2]1([NH:8][C:9]2[NH:14][C:13](=[O:15])[CH:12]=[C:11]([C:16]3[C:24]4[C:19](=[N:20][CH:21]=[CH:22][CH:23]=4)[NH:18][CH:17]=3)[N:10]=2)[CH2:3][CH2:4][CH2:5][CH2:6][CH2:7]1. (9) Given the reactants Br[C:2]1[CH:3]=[CH:4][CH:5]=[C:6]2[C:11]=1[N:10]=[C:9](Cl)[C:8]([CH3:13])=[C:7]2[Cl:14].C([Sn](CCCC)(CCCC)[C:20]1[CH:25]=[CH:24][CH:23]=[CH:22][N:21]=1)CCC, predict the reaction product. The product is: [Cl:14][C:7]1[C:6]2[C:11](=[C:2]([C:9]3[CH:8]=[CH:7][CH:6]=[CH:11][N:10]=3)[CH:3]=[CH:4][CH:5]=2)[N:10]=[C:9]([C:22]2[CH:23]=[CH:24][CH:25]=[CH:20][N:21]=2)[C:8]=1[CH3:13]. (10) Given the reactants [C:1]1([S:7][C:8]2[CH:13]=[CH:12][C:11]([OH:14])=[CH:10][CH:9]=2)[CH:6]=[CH:5][CH:4]=[CH:3][CH:2]=1.Br[CH:16]1[CH2:20][CH2:19][CH2:18][CH2:17]1.C(=O)([O-])[O-].[K+].[K+].Cl, predict the reaction product. The product is: [C:1]1([S:7][C:8]2[CH:13]=[CH:12][C:11]([O:14][CH:16]3[CH2:20][CH2:19][CH2:18][CH2:17]3)=[CH:10][CH:9]=2)[CH:2]=[CH:3][CH:4]=[CH:5][CH:6]=1.